From a dataset of Reaction yield outcomes from USPTO patents with 853,638 reactions. Predict the reaction yield, written as a fraction of the theoretical maximum amount of product (1.0 means a 100% yield; for example, 0.34 means a 34% yield). (1) The reactants are [F:1][C:2]1[C:7]([F:8])=[C:6]([O:9][CH2:10][CH2:11][CH2:12][CH2:13][O:14][CH2:15][CH2:16][CH2:17][CH2:18][CH3:19])[CH:5]=[CH:4][C:3]=1B(O)O.[CH2:23]([O:30][C:31]1[CH:39]=CC(C(O)=O)=CC=1)[C:24]1[CH:29]=[CH:28][CH:27]=[CH:26][CH:25]=1.C(=O)([O-])[O-:41].[Na+].[Na+]. The catalyst is C1C=CC([P]([Pd]([P](C2C=CC=CC=2)(C2C=CC=CC=2)C2C=CC=CC=2)([P](C2C=CC=CC=2)(C2C=CC=CC=2)C2C=CC=CC=2)[P](C2C=CC=CC=2)(C2C=CC=CC=2)C2C=CC=CC=2)(C2C=CC=CC=2)C2C=CC=CC=2)=CC=1.O.C1(C)C=CC=CC=1. The product is [CH2:31]([O:30][C:23]([C:24]1[CH:29]=[CH:28][C:27]([C:3]2[CH:4]=[CH:5][C:6]([O:9][CH2:10][CH2:11][CH2:12][CH2:13][O:14][CH2:15][CH2:16][CH2:17][CH2:18][CH3:19])=[C:7]([F:8])[C:2]=2[F:1])=[CH:26][CH:25]=1)=[O:41])[CH3:39]. The yield is 0.880. (2) The reactants are [F:1][C:2]([F:33])([F:32])[C:3]1([CH2:7][N:8]2[CH2:13][CH2:12][CH:11]([CH2:14][O:15][C:16]3[CH:21]=[CH:20][C:19]([C:22]4[CH:27]=[CH:26][C:25]([C:28]([O:30]C)=[O:29])=[CH:24][CH:23]=4)=[CH:18][CH:17]=3)[CH2:10][CH2:9]2)[CH2:6][CH2:5][CH2:4]1.CO.O.[Li+].[OH-]. The catalyst is C1COCC1. The product is [F:33][C:2]([F:1])([F:32])[C:3]1([CH2:7][N:8]2[CH2:13][CH2:12][CH:11]([CH2:14][O:15][C:16]3[CH:21]=[CH:20][C:19]([C:22]4[CH:23]=[CH:24][C:25]([C:28]([OH:30])=[O:29])=[CH:26][CH:27]=4)=[CH:18][CH:17]=3)[CH2:10][CH2:9]2)[CH2:6][CH2:5][CH2:4]1. The yield is 0.960. (3) The reactants are [C:1]1([C:7]2([C:10]([OH:12])=[O:11])[CH2:9][CH2:8]2)[CH:6]=[CH:5][CH:4]=[CH:3][CH:2]=1.[CH3:13]C1C=CC(S(O)(=O)=O)=CC=1.CCOC(C)=O. The catalyst is CO. The product is [C:1]1([C:7]2([C:10]([O:12][CH3:13])=[O:11])[CH2:9][CH2:8]2)[CH:6]=[CH:5][CH:4]=[CH:3][CH:2]=1. The yield is 0.960.